Dataset: Catalyst prediction with 721,799 reactions and 888 catalyst types from USPTO. Task: Predict which catalyst facilitates the given reaction. (1) The catalyst class is: 2. Product: [CH3:30][S:31]([O:22][CH:20]([C:9]1[C:8]([C:4]2[CH:5]=[CH:6][CH:7]=[C:2]([F:1])[CH:3]=2)=[C:17]2[C:12]([CH:13]=[CH:14][CH:15]=[N:16]2)=[C:11]([C:18]#[N:19])[CH:10]=1)[CH3:21])(=[O:33])=[O:32]. Reactant: [F:1][C:2]1[CH:3]=[C:4]([C:8]2[C:17]3[N:16]=[CH:15][CH:14]=[CH:13][C:12]=3[C:11]([C:18]#[N:19])=[CH:10][C:9]=2[CH:20]([OH:22])[CH3:21])[CH:5]=[CH:6][CH:7]=1.C(N(CC)CC)C.[CH3:30][S:31](Cl)(=[O:33])=[O:32]. (2) The catalyst class is: 7. Product: [C:4](=[S:10])([O:5][CH:6]([CH2:8][CH3:9])[CH3:7])[O:3][CH2:2][O:29][P:19]([O:18][CH2:11][C:12]1[CH:17]=[CH:16][CH:15]=[CH:14][CH:13]=1)([O:21][CH2:22][C:23]1[CH:28]=[CH:27][CH:26]=[CH:25][CH:24]=1)=[O:20]. Reactant: I[CH2:2][O:3][C:4](=[S:10])[O:5][CH:6]([CH2:8][CH3:9])[CH3:7].[CH2:11]([O:18][P:19]([O-:29])([O:21][CH2:22][C:23]1[CH:28]=[CH:27][CH:26]=[CH:25][CH:24]=1)=[O:20])[C:12]1[CH:17]=[CH:16][CH:15]=[CH:14][CH:13]=1.C([N+](CCCC)(CCCC)CCCC)CCC. (3) Reactant: [CH3:1][S:2](Cl)(=[O:4])=[O:3].[OH:6][CH2:7][C@@H:8]1[CH2:12][CH2:11][CH2:10][N:9]1[C:13]([O:15][C:16]([CH3:19])([CH3:18])[CH3:17])=[O:14].C(OCC)(=O)C. Product: [CH3:1][S:2]([O:6][CH2:7][C@@H:8]1[CH2:12][CH2:11][CH2:10][N:9]1[C:13]([O:15][C:16]([CH3:19])([CH3:18])[CH3:17])=[O:14])(=[O:4])=[O:3]. The catalyst class is: 119. (4) Reactant: C(O)(C(F)(F)F)=O.C(OC([N:15]1[CH2:20][CH2:19][N:18]([C:21]2[C:26]([C:27]3[CH:32]=[CH:31][C:30]([CH2:33][NH:34][C:35](=[O:37])[CH3:36])=[CH:29][CH:28]=3)=[N:25][CH:24]=[CH:23][N:22]=2)[CH2:17][CH2:16]1)=O)(C)(C)C. Product: [N:18]1([C:21]2[C:26]([C:27]3[CH:28]=[CH:29][C:30]([CH2:33][NH:34][C:35](=[O:37])[CH3:36])=[CH:31][CH:32]=3)=[N:25][CH:24]=[CH:23][N:22]=2)[CH2:19][CH2:20][NH:15][CH2:16][CH2:17]1. The catalyst class is: 2. (5) Reactant: [Cl:1][C:2]1[CH:7]=[C:6]([N+:8]([O-])=O)[CH:5]=[C:4]([Cl:11])[C:3]=1[C:12]1[CH:17]=[CH:16][CH:15]=[CH:14][CH:13]=1.[Cl-].[NH4+].O. Product: [Cl:1][C:2]1[CH:7]=[C:6]([NH2:8])[CH:5]=[C:4]([Cl:11])[C:3]=1[C:12]1[CH:17]=[CH:16][CH:15]=[CH:14][CH:13]=1. The catalyst class is: 415. (6) Reactant: [OH:1][CH:2]([C:15]1[CH:20]=[CH:19][CH:18]=[CH:17][CH:16]=1)[CH2:3][N:4]1[C:8]2[NH:9][C:10](=[S:14])[NH:11][C:12](=[O:13])[C:7]=2[CH:6]=[N:5]1.[CH3:21]I. Product: [OH:1][CH:2]([C:15]1[CH:20]=[CH:19][CH:18]=[CH:17][CH:16]=1)[CH2:3][N:4]1[C:8]2[N:9]=[C:10]([S:14][CH3:21])[NH:11][C:12](=[O:13])[C:7]=2[CH:6]=[N:5]1. The catalyst class is: 1. (7) Reactant: [Cl:1][C:2]1[CH:25]=[CH:24][C:5]([CH2:6][N:7]2[C:12](SCC)=[N:11][C:10](=[O:16])[N:9]([CH2:17][CH2:18][S:19](=[O:22])(=[O:21])[NH2:20])[C:8]2=[O:23])=[CH:4][CH:3]=1.[F:26][C:27]1[CH:28]=[C:29]([CH:31]=[CH:32][C:33]=1[O:34][CH:35]([CH3:37])[CH3:36])[NH2:30].C(O)(C)(C)C. Product: [Cl:1][C:2]1[CH:3]=[CH:4][C:5]([CH2:6][N:7]2[C:12](=[N:30][C:29]3[CH:31]=[CH:32][C:33]([O:34][CH:35]([CH3:36])[CH3:37])=[C:27]([F:26])[CH:28]=3)[NH:11][C:10](=[O:16])[N:9]([CH2:17][CH2:18][S:19](=[O:21])(=[O:22])[NH2:20])[C:8]2=[O:23])=[CH:24][CH:25]=1. The catalyst class is: 15. (8) Reactant: [O:1]=[C:2]1[CH2:6][CH2:5][CH2:4][CH:3]1[C:7]([O:9][CH2:10][CH3:11])=[O:8].Br[CH2:13][C:14]([O:16][CH2:17][CH3:18])=[O:15].C([O-])([O-])=O.[K+].[K+]. Product: [CH2:17]([O:16][C:14](=[O:15])[CH2:13][C:3]1([C:7]([O:9][CH2:10][CH3:11])=[O:8])[CH2:4][CH2:5][CH2:6][C:2]1=[O:1])[CH3:18]. The catalyst class is: 21. (9) Reactant: [NH:1]1[CH:5]=[C:4]([C:6]([OH:8])=O)[N:3]=[N:2]1.CCN(C(C)C)C(C)C.CN(C(ON1N=NC2C=CC=NC1=2)=[N+](C)C)C.F[P-](F)(F)(F)(F)F.[CH3:42][O:43][C:44]([CH2:46][O:47][C:48](=[O:69])[C@@:49]([CH2:67][OH:68])([CH3:66])[CH2:50][C@H:51]([NH2:65])[CH2:52][C:53]1[CH:58]=[CH:57][C:56]([C:59]2[CH:64]=[CH:63][CH:62]=[CH:61][CH:60]=2)=[CH:55][CH:54]=1)=[O:45]. Product: [CH3:42][O:43][C:44]([CH2:46][O:47][C:48](=[O:69])[C@@:49]([CH2:67][OH:68])([CH3:66])[CH2:50][C@H:51]([NH:65][C:6]([C:4]1[NH:3][N:2]=[N:1][CH:5]=1)=[O:8])[CH2:52][C:53]1[CH:54]=[CH:55][C:56]([C:59]2[CH:64]=[CH:63][CH:62]=[CH:61][CH:60]=2)=[CH:57][CH:58]=1)=[O:45]. The catalyst class is: 3. (10) Reactant: [F:1][C:2]1[CH:3]=[C:4]2[C:8](=[CH:9][CH:10]=1)[NH:7][CH:6]=[C:5]2[CH:11]=O.Cl.[NH2:14][OH:15]. Product: [F:1][C:2]1[CH:3]=[C:4]2[C:8](=[CH:9][CH:10]=1)[NH:7][CH:6]=[C:5]2[CH:11]=[N:14][OH:15]. The catalyst class is: 5.